Dataset: Peptide-MHC class II binding affinity with 134,281 pairs from IEDB. Task: Regression. Given a peptide amino acid sequence and an MHC pseudo amino acid sequence, predict their binding affinity value. This is MHC class II binding data. (1) The peptide sequence is INEPTAAAIAYGLDS. The MHC is HLA-DQA10401-DQB10402 with pseudo-sequence HLA-DQA10401-DQB10402. The binding affinity (normalized) is 0.577. (2) The peptide sequence is CGMFTNRSGSQQW. The MHC is DRB3_0202 with pseudo-sequence DRB3_0202. The binding affinity (normalized) is 0.292. (3) The peptide sequence is AAKEDFLGCLVKEIP. The MHC is DRB1_1101 with pseudo-sequence DRB1_1101. The binding affinity (normalized) is 0.370.